Dataset: Reaction yield outcomes from USPTO patents with 853,638 reactions. Task: Predict the reaction yield, written as a fraction of the theoretical maximum amount of product (1.0 means a 100% yield; for example, 0.34 means a 34% yield). (1) The reactants are [Cl:1][C:2]1[CH:3]=[C:4]([O:8][P:9]([CH2:19][NH:20][S:21]([C:24]2[S:25][CH:26]=[CH:27][CH:28]=2)(=[O:23])=[O:22])(=[O:18])[O:10]C2C=CC=C(Cl)C=2)[CH:5]=[CH:6][CH:7]=1.[OH-].[Na+].O. The catalyst is O1CCOCC1. The product is [NH4+:20].[Cl:1][C:2]1[CH:3]=[C:4]([O:8][P:9]([CH2:19][NH:20][S:21]([C:24]2[S:25][CH:26]=[CH:27][CH:28]=2)(=[O:23])=[O:22])(=[O:10])[O-:18])[CH:5]=[CH:6][CH:7]=1. The yield is 0.400. (2) The reactants are [F:1][C:2]1[CH:7]=[CH:6][C:5]([C:8]([C:10]2[CH:15]=[CH:14][C:13]([F:16])=[CH:12][CH:11]=2)=O)=[CH:4][CH:3]=1.[Br:17][C:18]1[CH:23]=[CH:22][C:21]([C:24](=O)[CH2:25][CH2:26][Cl:27])=[CH:20][CH:19]=1. No catalyst specified. The product is [Br:17][C:18]1[CH:19]=[CH:20][C:21]([C:24]([CH2:25][CH2:26][Cl:27])=[C:8]([C:10]2[CH:15]=[CH:14][C:13]([F:16])=[CH:12][CH:11]=2)[C:5]2[CH:6]=[CH:7][C:2]([F:1])=[CH:3][CH:4]=2)=[CH:22][CH:23]=1. The yield is 0.920. (3) The reactants are C([O:4][C:5](=[O:38])[CH2:6][CH2:7][CH2:8][CH2:9][CH2:10][O:11][C:12]1[CH:17]=[CH:16][C:15]([CH:18]2[O:22][CH:21]3[CH:23]([CH2:36][OH:37])[O:24][CH:25]([N:26]4[CH:34]=[N:33][C:32]5[C:27]4=[N:28][CH:29]=[N:30][C:31]=5[Cl:35])[CH:20]3[O:19]2)=[CH:14][CH:13]=1)C=C.CC1(C)CC(=O)CC(=O)C1. The catalyst is C(Cl)Cl.C1C=CC([P]([Pd]([P](C2C=CC=CC=2)(C2C=CC=CC=2)C2C=CC=CC=2)([P](C2C=CC=CC=2)(C2C=CC=CC=2)C2C=CC=CC=2)[P](C2C=CC=CC=2)(C2C=CC=CC=2)C2C=CC=CC=2)(C2C=CC=CC=2)C2C=CC=CC=2)=CC=1. The product is [Cl:35][C:31]1[N:30]=[CH:29][N:28]=[C:27]2[C:32]=1[N:33]=[CH:34][N:26]2[CH:25]1[CH:20]2[CH:21]([O:22][CH:18]([C:15]3[CH:14]=[CH:13][C:12]([O:11][CH2:10][CH2:9][CH2:8][CH2:7][CH2:6][C:5]([OH:38])=[O:4])=[CH:17][CH:16]=3)[O:19]2)[CH:23]([CH2:36][OH:37])[O:24]1. The yield is 0.850. (4) The reactants are [CH2:1]([O:3][C:4](=[O:13])[C:5]1[CH:10]=[CH:9][C:8]([F:11])=[CH:7][C:6]=1[OH:12])[CH3:2].[C:14](=O)([O-])[O-].[Cs+].[Cs+].CI. The catalyst is C(#N)C. The product is [CH2:1]([O:3][C:4](=[O:13])[C:5]1[CH:10]=[CH:9][C:8]([F:11])=[CH:7][C:6]=1[O:12][CH3:14])[CH3:2]. The yield is 0.930. (5) The product is [F:10][C:11]1[CH:30]=[CH:29][C:14]([CH:15]2[C:17]3[C:18](=[CH:19][C:20]([CH2:21][OH:22])=[CH:24][CH:25]=3)[CH2:26][O:27]2)=[CH:13][CH:12]=1. The yield is 0.810. The reactants are [BH4-].[Na+].B(OC)(OC)OC.[F:10][C:11]1[CH:30]=[CH:29][C:14]([C:15]([C:17]2[CH:25]=[CH:24][C:20]([C:21](O)=[O:22])=[CH:19][C:18]=2[C:26](O)=[O:27])=O)=[CH:13][CH:12]=1.O. The catalyst is C1COCC1. (6) The yield is 0.320. The catalyst is C(OCC)(=O)C. The reactants are [O:1]=[C:2]1[C:7]([CH2:8][C:9]2[CH:14]=[CH:13][C:12]([C:15]3[C:16]([C:21]#[N:22])=[CH:17][CH:18]=[CH:19][CH:20]=3)=[CH:11][CH:10]=2)=[C:6]([CH2:23][CH2:24][CH3:25])[N:5]2[N:26]=[CH:27][N:28]=[C:4]2[NH:3]1.Br[CH2:30][C:31](=[O:36])[C:32]([CH3:35])([CH3:34])[CH3:33].C(=O)([O-])[O-].[K+].[K+].CN(C)C=O. The product is [CH3:33][C:32]([CH3:35])([CH3:34])[C:31](=[O:36])[CH2:30][N:3]1[C:2](=[O:1])[C:7]([CH2:8][C:9]2[CH:10]=[CH:11][C:12]([C:15]3[C:16]([C:21]#[N:22])=[CH:17][CH:18]=[CH:19][CH:20]=3)=[CH:13][CH:14]=2)=[C:6]([CH2:23][CH2:24][CH3:25])[N:5]2[N:26]=[CH:27][N:28]=[C:4]12. (7) The reactants are [N:1]1([CH2:8][CH2:9][O:10][C:11]2[CH:16]=[CH:15][C:14]([NH2:17])=[CH:13][C:12]=2[C:18]2[N:19]([CH3:24])[N:20]=[CH:21][C:22]=2[Br:23])[CH2:7][CH2:6][CH2:5][CH2:4][CH2:3][CH2:2]1.CC(N(C)C)=O.Cl[C:32]([O:34][CH:35]([CH3:37])[CH3:36])=[O:33]. The catalyst is CS(C)=O. The product is [CH:35]([O:34][C:32](=[O:33])[NH:17][C:14]1[CH:15]=[CH:16][C:11]([O:10][CH2:9][CH2:8][N:1]2[CH2:7][CH2:6][CH2:5][CH2:4][CH2:3][CH2:2]2)=[C:12]([C:18]2[N:19]([CH3:24])[N:20]=[CH:21][C:22]=2[Br:23])[CH:13]=1)([CH3:37])[CH3:36]. The yield is 0.690. (8) The catalyst is C1COCC1. The reactants are [CH2:1]([N:8]([CH2:13][CH2:14][CH2:15][OH:16])[C:9](=[O:12])[CH2:10]Cl)[C:2]1[CH:7]=[CH:6][CH:5]=[CH:4][CH:3]=1.[H-].[Na+]. The yield is 0.680. The product is [CH2:1]([N:8]1[CH2:13][CH2:14][CH2:15][O:16][CH2:10][C:9]1=[O:12])[C:2]1[CH:7]=[CH:6][CH:5]=[CH:4][CH:3]=1. (9) The reactants are [OH:1][C:2]1[CH:7]=[CH:6][C:5]([C:8]([O:10][CH3:11])=[O:9])=[CH:4][N:3]=1.[C:12]([O:16][C:17]([N:19]1[CH2:25][CH2:24][CH2:23][C@H:20]1[CH2:21]O)=[O:18])([CH3:15])([CH3:14])[CH3:13].C1C=CC(P(C2C=CC=CC=2)C2C=CC=CC=2)=CC=1.CC(OC(/N=N/C(OC(C)C)=O)=O)C. The catalyst is C1COCC1. The product is [C:12]([O:16][C:17]([N:19]1[CH2:25][CH2:24][CH2:23][CH:20]1[CH2:21][O:1][C:2]1[CH:7]=[CH:6][C:5]([C:8]([O:10][CH3:11])=[O:9])=[CH:4][N:3]=1)=[O:18])([CH3:15])([CH3:13])[CH3:14]. The yield is 0.320.